Predict the product of the given reaction. From a dataset of Forward reaction prediction with 1.9M reactions from USPTO patents (1976-2016). (1) Given the reactants [Br:1][C:2]1[CH:7]=[CH:6][NH:5][C:4](=[O:8])[CH:3]=1.CS(O[CH:14]1[CH2:19][CH2:18][N:17]([C:20]([O:22][C:23]([CH3:26])([CH3:25])[CH3:24])=[O:21])[CH2:16][CH2:15]1)(=O)=O.C([O-])([O-])=O.[Cs+].[Cs+], predict the reaction product. The product is: [Br:1][C:2]1[CH:7]=[CH:6][N:5]([CH:14]2[CH2:19][CH2:18][N:17]([C:20]([O:22][C:23]([CH3:26])([CH3:25])[CH3:24])=[O:21])[CH2:16][CH2:15]2)[C:4](=[O:8])[CH:3]=1. (2) Given the reactants [CH3:1][O:2][C:3]1[CH:8]=[CH:7][CH:6]=[CH:5][C:4]=1[N:9]1[C:13](=[O:14])[C:12]([C:15]([O:17]CC)=[O:16])=[CH:11][N:10]1[CH3:20].O1CCCC1.[OH-].[Na+], predict the reaction product. The product is: [CH3:1][O:2][C:3]1[CH:8]=[CH:7][CH:6]=[CH:5][C:4]=1[N:9]1[C:13](=[O:14])[C:12]([C:15]([OH:17])=[O:16])=[CH:11][N:10]1[CH3:20]. (3) The product is: [S:16]([OH:20])([OH:19])(=[O:18])=[O:17].[NH:12]1[C:1](=[O:11])[CH2:2][CH2:3][CH2:4][C:5]2[CH:6]=[CH:7][CH:8]=[CH:9][C:10]1=2. Given the reactants [C:1]1(=[O:11])[C:10]2[C:5](=[CH:6][CH:7]=[CH:8][CH:9]=2)[CH2:4][CH2:3][CH2:2]1.[N-:12]=[N+]=[N-].[Na+].[S:16](=[O:20])(=[O:19])([OH:18])[OH:17], predict the reaction product. (4) Given the reactants [NH2:1][C:2]1[N:10]=[CH:9][CH:8]=[CH:7][C:3]=1[C:4]([OH:6])=O.ON1C2C=CC=CC=2N=N1.CCN=C=NCCCN(C)C.[CH:32]1[C:41]2[CH2:40][CH2:39][CH2:38][CH2:37][C:36]=2[CH:35]=[CH:34][C:33]=1[O:42][C:43]1[CH:50]=[CH:49][C:46]([CH2:47][NH2:48])=[CH:45][CH:44]=1.C(=O)(O)[O-].[Na+], predict the reaction product. The product is: [CH:32]1[C:41]2[CH2:40][CH2:39][CH2:38][CH2:37][C:36]=2[CH:35]=[CH:34][C:33]=1[O:42][C:43]1[CH:44]=[CH:45][C:46]([CH2:47][NH:48][C:4](=[O:6])[C:3]2[CH:7]=[CH:8][CH:9]=[N:10][C:2]=2[NH2:1])=[CH:49][CH:50]=1. (5) Given the reactants OC1([C:12]([OH:14])=[O:13])C2C(=CC=CC=2)C=CC1.[CH2:15]([OH:17])[CH3:16].Cl.C(N=C=N[CH2:24][CH2:25][CH2:26]N(C)C)C.N1[CH:35]=[CH:34][CH:33]=[CH:32][CH:31]=1.[C:36]1(C)C=CC=C[CH:37]=1, predict the reaction product. The product is: [OH:17][C:15]1[C:26]2[C:33](=[CH:34][CH:35]=[CH:24][CH:25]=2)[CH:32]=[CH:31][C:16]=1[C:12]([O:14][CH2:36][CH3:37])=[O:13]. (6) Given the reactants [OH-].[Na+].[F:3][C:4]1[CH:5]=[CH:6][C:7]([C:28]2[C:33]([CH3:34])=[CH:32][C:31]([O:35][CH2:36][C:37]([CH3:42])([CH3:41])[CH2:38][O:39][CH3:40])=[CH:30][C:29]=2[CH3:43])=[C:8]2[C:12]=1[C@H:11]([O:13][C:14]1[CH:27]=[CH:26][C:17]3[C@H:18]([CH2:21][C:22]([O:24]C)=[O:23])[CH2:19][O:20][C:16]=3[CH:15]=1)[CH2:10][CH2:9]2.Cl, predict the reaction product. The product is: [F:3][C:4]1[CH:5]=[CH:6][C:7]([C:28]2[C:33]([CH3:34])=[CH:32][C:31]([O:35][CH2:36][C:37]([CH3:41])([CH3:42])[CH2:38][O:39][CH3:40])=[CH:30][C:29]=2[CH3:43])=[C:8]2[C:12]=1[C@H:11]([O:13][C:14]1[CH:27]=[CH:26][C:17]3[C@H:18]([CH2:21][C:22]([OH:24])=[O:23])[CH2:19][O:20][C:16]=3[CH:15]=1)[CH2:10][CH2:9]2. (7) The product is: [CH2:10]1[C:4]2[CH:3]=[CH:2][CH:18]=[CH:17][C:5]=2[CH2:6][CH2:7][NH:8][CH2:9]1. Given the reactants Cl[C:2]1[CH:18]=[CH:17][C:5]2[CH2:6][CH2:7][N:8](C(=O)C(F)(F)F)[CH2:9][CH2:10][C:4]=2[C:3]=1OS(C(F)(F)F)(=O)=O.CC(C)(C)CC(C1SC(C2C=CC(CN)=CC=2)=CC=1)=O.C1C=CC(P(C2C(C3C(P(C4C=CC=CC=4)C4C=CC=CC=4)=CC=C4C=3C=CC=C4)=C3C(C=CC=C3)=CC=2)C2C=CC=CC=2)=CC=1.C(=O)([O-])[O-].[Cs+].[Cs+], predict the reaction product.